This data is from Full USPTO retrosynthesis dataset with 1.9M reactions from patents (1976-2016). The task is: Predict the reactants needed to synthesize the given product. (1) Given the product [CH3:2][O:3][C:4](=[O:15])[C@H:5]([CH2:7][C:8]1[CH:9]=[CH:10][C:11]([OH:14])=[CH:12][CH:13]=1)[NH:6][C:18]1[CH:19]=[CH:20][CH:21]=[CH:22][C:17]=1[C:16](=[O:23])[C:24]1[CH:25]=[CH:26][CH:27]=[CH:28][CH:29]=1, predict the reactants needed to synthesize it. The reactants are: Cl.[CH3:2][O:3][C:4](=[O:15])[C@H:5]([CH2:7][C:8]1[CH:13]=[CH:12][C:11]([OH:14])=[CH:10][CH:9]=1)[NH2:6].[C:16]([CH:24]1[CH2:29][CH2:28][CH2:27][CH2:26][C:25]1=O)(=[O:23])[C:17]1[CH:22]=[CH:21][CH:20]=[CH:19][CH:18]=1.C1(OC)C=CC=CC=1. (2) Given the product [CH3:28][O:27][C:20](=[O:26])[CH2:21][C:22]1[C:11]([C:13]2[CH:18]=[CH:17][CH:16]=[CH:15][C:14]=2[F:19])=[C:3]2[C:4]3[CH2:10][CH2:9][CH2:8][CH2:7][C:5]=3[S:6][C:2]2=[N:1][C:23]=1[CH3:25], predict the reactants needed to synthesize it. The reactants are: [NH2:1][C:2]1[S:6][C:5]2[CH2:7][CH2:8][CH2:9][CH2:10][C:4]=2[C:3]=1[C:11]([C:13]1[CH:18]=[CH:17][CH:16]=[CH:15][C:14]=1[F:19])=O.[C:20]([O:27][CH3:28])(=[O:26])[CH2:21][CH2:22][C:23]([CH3:25])=O.Cl[Si](C)(C)C. (3) The reactants are: [C:1]([O:5][C:6]([N:8]1[CH2:12][CH2:11][C@@H:10]([N:13]([C:29]([O:31][CH2:32][C:33]2[CH:38]=[CH:37][CH:36]=[CH:35][CH:34]=2)=[O:30])[C:14]2[CH:19]=[CH:18][C:17]([N:20]3[CH2:24][C@H:23]([CH2:25]O)[O:22][C:21]3=[O:27])=[CH:16][C:15]=2[F:28])[CH2:9]1)=[O:7])([CH3:4])([CH3:3])[CH3:2].C(N(CC)CC)C.CS(Cl)(=O)=O.[N-:51]=[N+:52]=[N-:53].[Na+]. Given the product [C:1]([O:5][C:6]([N:8]1[CH2:12][CH2:11][C@@H:10]([N:13]([C:14]2[CH:19]=[CH:18][C:17]([N:20]3[CH2:24][C@H:23]([CH2:25][N:51]=[N+:52]=[N-:53])[O:22][C:21]3=[O:27])=[CH:16][C:15]=2[F:28])[C:29]([O:31][CH2:32][C:33]2[CH:34]=[CH:35][CH:36]=[CH:37][CH:38]=2)=[O:30])[CH2:9]1)=[O:7])([CH3:2])([CH3:3])[CH3:4], predict the reactants needed to synthesize it. (4) Given the product [OH:7][CH2:6][CH:2]1[CH2:3][CH2:4][CH2:5][N:1]1[C:8]([O:10][C:11]([CH3:14])([CH3:13])[CH3:12])=[O:9], predict the reactants needed to synthesize it. The reactants are: [NH:1]1[CH2:5][CH2:4][CH2:3][CH:2]1[CH2:6][OH:7].[C:8](O[C:8]([O:10][C:11]([CH3:14])([CH3:13])[CH3:12])=[O:9])([O:10][C:11]([CH3:14])([CH3:13])[CH3:12])=[O:9].C(N(CC)CC)C. (5) Given the product [OH:2][CH2:6][C:7]([C:9]1[C:22]2[C:23]3=[C:24]4[C:19](=[CH:20][CH:21]=2)[CH:18]=[CH:17][CH:16]=[C:15]4[CH:14]=[CH:13][C:12]3=[CH:11][CH:10]=1)=[O:8], predict the reactants needed to synthesize it. The reactants are: C([O-])=[O:2].[Cs+].Br[CH2:6][C:7]([C:9]1[C:22]2[C:23]3=[C:24]4[C:19](=[CH:20][CH:21]=2)[CH:18]=[CH:17][CH:16]=[C:15]4[CH:14]=[CH:13][C:12]3=[CH:11][CH:10]=1)=[O:8]. (6) Given the product [CH2:3]([O:10][C:11]1[CH:12]=[C:13]2[C:17](=[CH:18][C:19]=1[O:20][CH3:21])[N:16]([S:28]([C:22]1[CH:27]=[CH:26][CH:25]=[CH:24][CH:23]=1)(=[O:30])=[O:29])[CH:15]=[CH:14]2)[C:4]1[CH:5]=[CH:6][CH:7]=[CH:8][CH:9]=1, predict the reactants needed to synthesize it. The reactants are: [OH-].[Na+].[CH2:3]([O:10][C:11]1[CH:12]=[C:13]2[C:17](=[CH:18][C:19]=1[O:20][CH3:21])[NH:16][CH:15]=[CH:14]2)[C:4]1[CH:9]=[CH:8][CH:7]=[CH:6][CH:5]=1.[C:22]1([S:28](Cl)(=[O:30])=[O:29])[CH:27]=[CH:26][CH:25]=[CH:24][CH:23]=1. (7) Given the product [CH2:15]([C:9]1([S:6]([NH2:5])(=[O:7])=[O:8])[CH2:10][CH2:11]1)[CH2:16][CH3:17], predict the reactants needed to synthesize it. The reactants are: C([N:5](CCC)[S:6]([CH:9]1[CH2:11][CH2:10]1)(=[O:8])=[O:7])(C)(C)C.[CH3:15][C:16]1(S(N)(=O)=O)C[CH2:17]1. (8) Given the product [CH3:14][S:15]([NH:18][C:8]([C:7]1[CH:6]=[C:5]([CH:13]=[CH:12][CH:11]=1)[C:3]([O:2][CH3:1])=[O:4])=[O:9])(=[O:17])=[O:16], predict the reactants needed to synthesize it. The reactants are: [CH3:1][O:2][C:3]([C:5]1[CH:6]=[C:7]([CH:11]=[CH:12][CH:13]=1)[C:8](O)=[O:9])=[O:4].[CH3:14][S:15]([NH2:18])(=[O:17])=[O:16].CN(C(ON1N=NC2C=CC=NC1=2)=[N+](C)C)C.F[P-](F)(F)(F)(F)F.C(N(C(C)C)CC)(C)C.[Cl-].[NH4+].